From a dataset of Catalyst prediction with 721,799 reactions and 888 catalyst types from USPTO. Predict which catalyst facilitates the given reaction. (1) Reactant: [OH:1][C@@H:2]1[C@H:10]2[C@@:6]([CH3:15])([C@@H:7]([C@H:11]([CH3:14])C=O)[CH2:8][CH2:9]2)[CH2:5][CH2:4][CH2:3]1.O.O.P([O-])(O)(O)=O.[Na+].ClC1C=CC=C([C:31]([O:33]O)=[O:32])C=1. The catalyst class is: 2. Product: [CH:31]([O:33][C@H:11]([C@@H:7]1[C@:6]2([CH3:15])[C@H:10]([C@@H:2]([OH:1])[CH2:3][CH2:4][CH2:5]2)[CH2:9][CH2:8]1)[CH3:14])=[O:32]. (2) Reactant: [CH2:1]([O:3][C:4](=[O:24])[C:5]([CH3:23])([O:7][C:8]1[CH:13]=[CH:12][C:11]([CH:14]2[C:16]([CH3:21])([Si](C)(C)C)[O:15]2)=[CH:10][C:9]=1[CH3:22])[CH3:6])[CH3:2].S(=O)(=O)(O)O.O. Product: [CH2:1]([O:3][C:4](=[O:24])[C:5]([CH3:23])([O:7][C:8]1[CH:13]=[CH:12][C:11]([CH2:14][C:16](=[O:15])[CH3:21])=[CH:10][C:9]=1[CH3:22])[CH3:6])[CH3:2]. The catalyst class is: 5. (3) Reactant: [NH2:1][C:2]1[N:10]=[C:9]([C:11]2[C:19]3[C:14](=[N:15][CH:16]=[CH:17][CH:18]=3)[N:13]([CH2:20][C:21]3[CH:26]=[CH:25][CH:24]=[CH:23][C:22]=3[F:27])[N:12]=2)[N:8]=[C:7]2[C:3]=1[NH:4][C:5](=[O:28])[NH:6]2.CCN(P1(N(C)CCCN1C)=NC(C)(C)C)CC.ClC(Cl)(Cl)S(O[CH2:53][C:54]([F:57])([F:56])[F:55])(=O)=O. Product: [NH2:1][C:2]1[N:10]=[C:9]([C:11]2[C:19]3[C:14](=[N:15][CH:16]=[CH:17][CH:18]=3)[N:13]([CH2:20][C:21]3[CH:26]=[CH:25][CH:24]=[CH:23][C:22]=3[F:27])[N:12]=2)[N:8]=[C:7]2[C:3]=1[NH:4][C:5](=[O:28])[N:6]2[CH2:53][C:54]([F:57])([F:56])[F:55]. The catalyst class is: 9. (4) Reactant: Br[C:2]1[C:7]([CH3:8])=[CH:6][C:5]([N+:9]([O-:11])=[O:10])=[CH:4][N:3]=1.[C:12]1(B(O)O)[CH:17]=[CH:16][CH:15]=[CH:14][CH:13]=1.C(Cl)Cl.C([O-])([O-])=O.[Cs+].[Cs+]. Product: [CH3:8][C:7]1[C:2]([C:12]2[CH:17]=[CH:16][CH:15]=[CH:14][CH:13]=2)=[N:3][CH:4]=[C:5]([N+:9]([O-:11])=[O:10])[CH:6]=1. The catalyst class is: 38. (5) Reactant: Cl[C:2]1[C:7]([N+:8]([O-:10])=[O:9])=[C:6]([Cl:11])[N:5]=[CH:4][C:3]=1[C:12]([O:14][CH2:15][CH3:16])=[O:13].[CH2:17]([N:19](CC)CC)C.CN. Product: [Cl:11][C:6]1[N:5]=[CH:4][C:3]([C:12]([O:14][CH2:15][CH3:16])=[O:13])=[C:2]([NH:19][CH3:17])[C:7]=1[N+:8]([O-:10])=[O:9]. The catalyst class is: 511. (6) Reactant: [OH-].[Na+].[CH3:3][O:4][C:5]1[C:6]([C:30]2[CH:35]=[CH:34][CH:33]=[CH:32][CH:31]=2)=[CH:7][C:8]([NH:15][C:16]([C:18]2[CH:19]=[N:20][CH:21]=[C:22]([C:24]3[CH:29]=[CH:28][CH:27]=[CH:26][CH:25]=3)[CH:23]=2)=[O:17])=[C:9]([CH:14]=1)[C:10]([O:12]C)=[O:11].C(Cl)(Cl)Cl. Product: [CH3:3][O:4][C:5]1[C:6]([C:30]2[CH:35]=[CH:34][CH:33]=[CH:32][CH:31]=2)=[CH:7][C:8]([NH:15][C:16]([C:18]2[CH:19]=[N:20][CH:21]=[C:22]([C:24]3[CH:29]=[CH:28][CH:27]=[CH:26][CH:25]=3)[CH:23]=2)=[O:17])=[C:9]([CH:14]=1)[C:10]([OH:12])=[O:11]. The catalyst class is: 5. (7) Reactant: [O:1]=[C:2]1[CH2:10][C:9]2[C:4](=[CH:5][CH:6]=[C:7]([S:11]([NH2:14])(=[O:13])=[O:12])[CH:8]=2)[NH:3]1.[N:15]1([CH2:20][CH2:21][O:22][C:23]2[CH:24]=[C:25]3[C:29](=[CH:30][CH:31]=2)[NH:28][C:27]([CH:32]=O)=[CH:26]3)[CH2:19][CH2:18][CH2:17][CH2:16]1.N1CCCCC1. Product: [O:1]=[C:2]1[C:10](=[CH:32][C:27]2[NH:28][C:29]3[C:25]([CH:26]=2)=[CH:24][C:23]([O:22][CH2:21][CH2:20][N:15]2[CH2:19][CH2:18][CH2:17][CH2:16]2)=[CH:31][CH:30]=3)[C:9]2[C:4](=[CH:5][CH:6]=[C:7]([S:11]([NH2:14])(=[O:12])=[O:13])[CH:8]=2)[NH:3]1. The catalyst class is: 8. (8) Reactant: [O:1]1[C:5]2[CH:6]=[CH:7][C:8]([CH2:10][NH:11][C:12]3[S:13][CH2:14][C:15](=[O:17])[N:16]=3)=[CH:9][C:4]=2[O:3][CH2:2]1.[F:18][C:19]([F:30])([F:29])[O:20][C:21]1[CH:28]=[CH:27][C:24]([CH:25]=O)=[CH:23][CH:22]=1.C([O-])(=O)C.[Na+].O. Product: [O:1]1[C:5]2[CH:6]=[CH:7][C:8]([CH2:10][NH:11][C:12]3[S:13][C:14](=[CH:25][C:24]4[CH:27]=[CH:28][C:21]([O:20][C:19]([F:18])([F:29])[F:30])=[CH:22][CH:23]=4)[C:15](=[O:17])[N:16]=3)=[CH:9][C:4]=2[O:3][CH2:2]1. The catalyst class is: 15. (9) Reactant: Cl[C:2]1[C:7]([C:8]([NH:10][C:11]([NH:13][C:14]2[CH:19]=[CH:18][CH:17]=[C:16]([O:20][CH:21]([CH3:23])[CH3:22])[CH:15]=2)=[O:12])=[O:9])=[CH:6][N:5]=[C:4]2[N:24]([CH3:28])[N:25]=[C:26]([CH3:27])[C:3]=12.[NH:29]1[CH2:34][CH2:33][CH:32]([C:35]([O:37][CH2:38][CH3:39])=[O:36])[CH2:31][CH2:30]1. Product: [CH3:28][N:24]1[C:4]2=[N:5][CH:6]=[C:7]([C:8](=[O:9])[NH:10][C:11]([NH:13][C:14]3[CH:19]=[CH:18][CH:17]=[C:16]([O:20][CH:21]([CH3:23])[CH3:22])[CH:15]=3)=[O:12])[C:2]([N:29]3[CH2:34][CH2:33][CH:32]([C:35]([O:37][CH2:38][CH3:39])=[O:36])[CH2:31][CH2:30]3)=[C:3]2[C:26]([CH3:27])=[N:25]1. The catalyst class is: 7. (10) Reactant: [I:1][C:2]1[CH:7]=[CH:6][CH:5]=[CH:4][C:3]=1[NH:8][C:9](=[O:13])[C:10]#[C:11][CH3:12].C(=O)([O-])[O-].[Cs+].[Cs+].[CH3:20][O:21][C:22](=[O:31])[C:23]1[CH:28]=[CH:27][CH:26]=[C:25]([CH2:29]Br)[CH:24]=1. Product: [CH3:20][O:21][C:22](=[O:31])[C:23]1[CH:28]=[CH:27][CH:26]=[C:25]([CH2:29][N:8]([C:3]2[CH:4]=[CH:5][CH:6]=[CH:7][C:2]=2[I:1])[C:9](=[O:13])[C:10]#[C:11][CH3:12])[CH:24]=1. The catalyst class is: 3.